Dataset: Reaction yield outcomes from USPTO patents with 853,638 reactions. Task: Predict the reaction yield, written as a fraction of the theoretical maximum amount of product (1.0 means a 100% yield; for example, 0.34 means a 34% yield). (1) The reactants are [Cl:1][C:2]1[C:10]([F:11])=[C:9]2[C:5]([C:6]([S:20][C:21]3[C:22]([F:32])=[C:23]([CH:29]=[CH:30][CH:31]=3)[C:24]([O:26][CH2:27][CH3:28])=[O:25])=[CH:7][N:8]2[C:12]2[CH:13]=[N:14][N:15]([CH2:17][CH2:18]C)[CH:16]=2)=[CH:4][CH:3]=1.[C:33]([O-])([O-])=O.[Cs+].[Cs+].Br[CH2:40][CH2:41]O.[OH2:43]. The catalyst is CN(C=O)C. The product is [Cl:1][C:2]1[C:10]([F:11])=[C:9]2[C:5]([C:6]([S:20][C:21]3[C:22]([F:32])=[C:23]([CH:29]=[CH:30][CH:31]=3)[C:24]([O:26][CH2:27][CH3:28])=[O:25])=[C:7]([CH:41]3[CH2:40][CH2:33]3)[N:8]2[C:12]2[CH:13]=[N:14][N:15]([CH2:17][CH2:18][OH:43])[CH:16]=2)=[CH:4][CH:3]=1. The yield is 0.190. (2) The reactants are [CH:1]1([CH2:4][N:5]2[C:9]3=[N:10][CH:11]=[CH:12][CH:13]=[C:8]3[CH:7]=[C:6]2[C:14]2[N:18]([CH3:19])[C:17]3[C:20]([O:27][CH3:28])=[CH:21][C:22]([C:24]([OH:26])=O)=[CH:23][C:16]=3[N:15]=2)[CH2:3][CH2:2]1.CN(C(ON1N=NC2C=CC=NC1=2)=[N+](C)C)C.F[P-](F)(F)(F)(F)F.CCN(C(C)C)C(C)C.[C:62]([O:66][C:67](=[O:76])[NH:68][C@@H:69]1[C@H:74]([OH:75])[CH2:73][CH2:72][NH:71][CH2:70]1)([CH3:65])([CH3:64])[CH3:63]. The catalyst is CN(C=O)C.CCOCC.O. The product is [C:62]([O:66][C:67](=[O:76])[NH:68][C@@H:69]1[C@H:74]([OH:75])[CH2:73][CH2:72][N:71]([C:24]([C:22]2[CH:21]=[C:20]([O:27][CH3:28])[C:17]3[N:18]([CH3:19])[C:14]([C:6]4[N:5]([CH2:4][CH:1]5[CH2:2][CH2:3]5)[C:9]5=[N:10][CH:11]=[CH:12][CH:13]=[C:8]5[CH:7]=4)=[N:15][C:16]=3[CH:23]=2)=[O:26])[CH2:70]1)([CH3:65])([CH3:63])[CH3:64]. The yield is 0.910. (3) The reactants are [C:1]([CH2:3][N:4]([C:11]1[CH:16]=[CH:15][C:14]([Cl:17])=[C:13]([Cl:18])[CH:12]=1)[CH2:5][C:6]([O:8]CC)=[O:7])#[N:2].[Li+].[OH-].FC(F)(F)C(O)=O.Cl.O1CCOCC1. The catalyst is C1COCC1.O.CC#N.O. The product is [C:1]([CH2:3][N:4]([C:11]1[CH:16]=[CH:15][C:14]([Cl:17])=[C:13]([Cl:18])[CH:12]=1)[CH2:5][C:6]([OH:8])=[O:7])#[N:2]. The yield is 0.960. (4) The reactants are C([CH:9]([O:16][C:17]([NH:19][CH2:20][C:21]1([CH2:27][C:28]([OH:30])=[O:29])[CH2:26][CH2:25][CH2:24][CH2:23][CH2:22]1)=[O:18])[C:10]1[CH:15]=[CH:14][CH:13]=[CH:12][CH:11]=1)(=O)C1C=CC=CC=1.[CH:31]1[CH:36]=[C:35](Cl)[CH:34]=[C:33]([C:38]([O:40]O)=[O:39])[CH:32]=1.C([O-])(O)=O.[Na+].C(O)(=O)CC(CC(O)=O)(C(O)=O)O. The catalyst is C(Cl)Cl. The product is [C:38]([O:40][CH:9]([O:16][C:17]([NH:19][CH2:20][C:21]1([CH2:27][C:28]([OH:30])=[O:29])[CH2:22][CH2:23][CH2:24][CH2:25][CH2:26]1)=[O:18])[C:10]1[CH:11]=[CH:12][CH:13]=[CH:14][CH:15]=1)(=[O:39])[C:33]1[CH:34]=[CH:35][CH:36]=[CH:31][CH:32]=1. The yield is 0.490.